Dataset: Full USPTO retrosynthesis dataset with 1.9M reactions from patents (1976-2016). Task: Predict the reactants needed to synthesize the given product. (1) Given the product [CH2:1]([N:5]([S:15]([C:18]1[CH:23]=[CH:22][C:21]([N+:24]([O-:26])=[O:25])=[CH:20][CH:19]=1)(=[O:17])=[O:16])[C@H:6]([C:12]([OH:14])=[O:13])[CH2:7][CH2:8][CH2:9][CH2:10][NH:11][C:35](=[O:36])/[CH:34]=[CH:33]/[C:29]1[CH:28]=[N:27][CH:32]=[CH:31][CH:30]=1)[CH:2]([CH3:4])[CH3:3], predict the reactants needed to synthesize it. The reactants are: [CH2:1]([N:5]([S:15]([C:18]1[CH:23]=[CH:22][C:21]([N+:24]([O-:26])=[O:25])=[CH:20][CH:19]=1)(=[O:17])=[O:16])[C@H:6]([C:12]([OH:14])=[O:13])[CH2:7][CH2:8][CH2:9][CH2:10][NH2:11])[CH:2]([CH3:4])[CH3:3].[N:27]1[CH:32]=[CH:31][CH:30]=[C:29](/[CH:33]=[CH:34]/[C:35](O)=[O:36])[CH:28]=1. (2) Given the product [CH:13]([C:9]1[CH:10]=[CH:11][CH:12]=[C:7]([CH:4]([CH3:6])[CH3:5])[C:8]=1[NH:16][C:17](=[O:18])[CH2:19][N:20]1[C:24](=[O:25])[C:23]2([CH2:30][CH2:29][CH:28]([OH:31])[CH2:27][CH2:26]2)[N:22]([C:35]2[CH:36]=[CH:37][C:38]([CH3:41])=[CH:39][CH:40]=2)[C:21]1=[O:42])([CH3:14])[CH3:15], predict the reactants needed to synthesize it. The reactants are: C[O-].[Na+].[CH:4]([C:7]1[CH:12]=[CH:11][CH:10]=[C:9]([CH:13]([CH3:15])[CH3:14])[C:8]=1[NH:16][C:17]([CH2:19][N:20]1[C:24](=[O:25])[C:23]2([CH2:30][CH2:29][CH:28]([O:31]C(=O)N)[CH2:27][CH2:26]2)[N:22]([C:35]2[CH:40]=[CH:39][C:38]([CH3:41])=[CH:37][CH:36]=2)[C:21]1=[O:42])=[O:18])([CH3:6])[CH3:5]. (3) Given the product [CH3:1][O:2][CH2:3][O:4][C:5]1[C:6]([C:16](=[O:18])[CH3:17])=[CH:7][C:8]([CH2:11][C:12]([CH3:13])([CH3:15])[CH3:14])=[N:9][CH:10]=1, predict the reactants needed to synthesize it. The reactants are: [CH3:1][O:2][CH2:3][O:4][C:5]1[C:6]([CH:16]([OH:18])[CH3:17])=[CH:7][C:8]([CH2:11][C:12]([CH3:15])([CH3:14])[CH3:13])=[N:9][CH:10]=1.C(=O)(O)[O-].[Na+].CC(OI1(OC(C)=O)(OC(C)=O)OC(=O)C2C=CC=CC1=2)=O. (4) Given the product [Cl:16][C:11]1[N:10]=[C:9]([NH2:8])[C:14]([Cl:15])=[CH:13][N:12]=1.[Br:1][C:2]1[CH:3]=[CH:4][C:5]([S:17]([CH3:20])(=[O:18])=[O:19])=[C:6]([NH:8][C:9]2[C:14]([Cl:15])=[CH:13][N:12]=[C:11]([Cl:16])[N:10]=2)[CH:7]=1, predict the reactants needed to synthesize it. The reactants are: [Br:1][C:2]1[CH:3]=[CH:4][C:5]([S:17]([CH:20](C)C)(=[O:19])=[O:18])=[C:6]([NH:8][C:9]2[C:14]([Cl:15])=[CH:13][N:12]=[C:11]([Cl:16])[N:10]=2)[CH:7]=1.BrC1C=CC(S(C(C)C)(=O)=O)=C(N)C=1.